From a dataset of Full USPTO retrosynthesis dataset with 1.9M reactions from patents (1976-2016). Predict the reactants needed to synthesize the given product. (1) Given the product [Cl:44][CH2:45][C:46]1[S:47][CH:48]=[C:49]([C:51]([NH:37][C:14]2[CH:15]=[C:16]([C:19]3[CH:20]=[C:21]4[CH:27]=[N:26][N:25]([S:28]([C:31]5[CH:32]=[CH:33][CH:34]=[CH:35][CH:36]=5)(=[O:29])=[O:30])[C:22]4=[N:23][CH:24]=3)[CH:17]=[C:18]3[C:13]=2[CH:12]=[N:11][N:10]3[S:7]([C:1]2[CH:2]=[CH:3][CH:4]=[CH:5][CH:6]=2)(=[O:9])=[O:8])=[O:52])[N:50]=1, predict the reactants needed to synthesize it. The reactants are: [C:1]1([S:7]([N:10]2[C:18]3[CH:17]=[C:16]([C:19]4[CH:20]=[C:21]5[CH:27]=[N:26][N:25]([S:28]([C:31]6[CH:36]=[CH:35][CH:34]=[CH:33][CH:32]=6)(=[O:30])=[O:29])[C:22]5=[N:23][CH:24]=4)[CH:15]=[C:14]([NH2:37])[C:13]=3[CH:12]=[N:11]2)(=[O:9])=[O:8])[CH:6]=[CH:5][CH:4]=[CH:3][CH:2]=1.N1C=CC=CC=1.[Cl:44][CH2:45][C:46]1[S:47][CH:48]=[C:49]([C:51](Cl)=[O:52])[N:50]=1. (2) The reactants are: BrC1C=CC(C2NC=C(C3N(C(C)C)N=C(C)N=3)N=2)=C(F)C=1.Cl.[Br:24][C:25]1[CH:33]=[CH:32][C:28]([C:29](=[NH:31])[NH2:30])=[C:27]([F:34])[CH:26]=1.Cl[CH2:36][C:37](=O)[C:38]([OH:40])=[O:39]. Given the product [Br:24][C:25]1[CH:33]=[CH:32][C:28]([C:29]2[NH:30][CH:36]=[C:37]([C:38]([OH:40])=[O:39])[N:31]=2)=[C:27]([F:34])[CH:26]=1, predict the reactants needed to synthesize it. (3) Given the product [Br:1][C:2]1[CH:3]=[C:4]([CH:8]=[CH:9][C:10]=1[O:11][CH:19]1[CH2:23][CH2:22][CH2:21][CH2:20]1)[C:5]([O:7][CH:19]1[CH2:23][CH2:22][CH2:21][CH2:20]1)=[O:6], predict the reactants needed to synthesize it. The reactants are: [Br:1][C:2]1[CH:3]=[C:4]([CH:8]=[CH:9][C:10]=1[OH:11])[C:5]([OH:7])=[O:6].C(=O)([O-])[O-].[Cs+].[Cs+].Br[CH:19]1[CH2:23][CH2:22][CH2:21][CH2:20]1. (4) Given the product [Cl:1][C:2]1[CH:7]=[CH:6][N:5]=[C:4]([CH2:8][CH2:9][C:10]([O:12][C:13]([CH3:16])([CH3:15])[CH3:14])=[O:11])[CH:3]=1, predict the reactants needed to synthesize it. The reactants are: [Cl:1][C:2]1[CH:7]=[CH:6][N:5]=[C:4]([CH:8]=[CH:9][C:10]([O:12][C:13]([CH3:16])([CH3:15])[CH3:14])=[O:11])[CH:3]=1. (5) Given the product [Br-:1].[CH:2]1([C:8]([OH:34])([C:28]2[CH:29]=[CH:30][CH:31]=[CH:32][CH:33]=2)[C:9]([O:11][CH:12]2[CH2:13][CH2:17][CH2:16][CH2:15][N+:14]2([CH2:19][C:20](=[O:22])[NH:21][C:47]2[CH:51]=[CH:50][O:49][N:48]=2)[CH3:18])=[O:10])[CH2:3][CH2:4][CH2:5][CH2:6][CH2:7]1, predict the reactants needed to synthesize it. The reactants are: [Br-:1].[CH:2]1([C:8]([OH:34])([C:28]2[CH:33]=[CH:32][CH:31]=[CH:30][CH:29]=2)[C:9]([O:11][CH2:12][CH:13]2[CH2:17][CH2:16][CH2:15][N+:14]2([CH:19](C2C=CON=2)[C:20](=[O:22])[NH2:21])[CH3:18])=[O:10])[CH2:7][CH2:6][CH2:5][CH2:4][CH2:3]1.[Br-].OC[C@H]1CCC[N+]1(CC(=O)N[C:47]1[CH:51]=[CH:50][O:49][N:48]=1)C.[Br-].O[C@@H]1CCC[N+](CC(=O)NC2C=CON=2)(C)C1.